This data is from Reaction yield outcomes from USPTO patents with 853,638 reactions. The task is: Predict the reaction yield, written as a fraction of the theoretical maximum amount of product (1.0 means a 100% yield; for example, 0.34 means a 34% yield). The reactants are [Br:1][C:2]1[CH:3]=[CH:4][C:5]([F:19])=[C:6]([CH:8]=[C:9]2[C:13]([CH3:15])([CH3:14])[O:12][C:11]([CH3:17])([CH3:16])[C:10]2=[O:18])[CH:7]=1.[OH:20]O.[OH-].[Li+]. The catalyst is CO. The product is [Br:1][C:2]1[CH:3]=[CH:4][C:5]([F:19])=[C:6]([CH:8]2[C:9]3([C:10](=[O:18])[C:11]([CH3:17])([CH3:16])[O:12][C:13]3([CH3:14])[CH3:15])[O:20]2)[CH:7]=1. The yield is 0.680.